Dataset: Full USPTO retrosynthesis dataset with 1.9M reactions from patents (1976-2016). Task: Predict the reactants needed to synthesize the given product. (1) Given the product [Cl:6][C:7]1[CH:15]=[C:14]2[C:10]([C:11]([CH:25]=[O:26])=[CH:12][NH:13]2)=[CH:9][C:8]=1[C:16]([F:19])([F:17])[F:18], predict the reactants needed to synthesize it. The reactants are: P(Cl)(Cl)(Cl)=O.[Cl:6][C:7]1[CH:15]=[C:14]2[C:10]([CH:11]=[CH:12][NH:13]2)=[CH:9][C:8]=1[C:16]([F:19])([F:18])[F:17].O.[OH-].[Na+].CN(C)[CH:25]=[O:26]. (2) Given the product [C:34]([C:31]1[N:32]=[CH:33][C:28]([NH:27][C:2]2[CH:7]=[C:6]([NH:8][CH2:9][C@@H:10]3[O:15][CH2:14][CH2:13][N:12]([C:16]([O:18][C:19]([CH3:22])([CH3:21])[CH3:20])=[O:17])[CH2:11]3)[C:5]([C:23]([F:26])([F:25])[F:24])=[CH:4][N:3]=2)=[N:29][CH:30]=1)#[N:35], predict the reactants needed to synthesize it. The reactants are: Cl[C:2]1[CH:7]=[C:6]([NH:8][CH2:9][C@@H:10]2[O:15][CH2:14][CH2:13][N:12]([C:16]([O:18][C:19]([CH3:22])([CH3:21])[CH3:20])=[O:17])[CH2:11]2)[C:5]([C:23]([F:26])([F:25])[F:24])=[CH:4][N:3]=1.[NH2:27][C:28]1[CH:33]=[N:32][C:31]([C:34]#[N:35])=[CH:30][N:29]=1.C1(P(C2C=CC=CC=2)C2C=CC3C(=CC=CC=3)C=2C2C3C(=CC=CC=3)C=CC=2P(C2C=CC=CC=2)C2C=CC=CC=2)C=CC=CC=1.C(=O)([O-])[O-].[Cs+].[Cs+]. (3) Given the product [NH2:36][C:31]1[CH:32]=[CH:33][CH:34]=[CH:35][C:30]=1[NH:29][C:27]1[N:26]=[CH:25][N:24]=[C:23]([N:15]([CH2:16][C:17]2[CH:18]=[N:19][CH:20]=[CH:21][CH:22]=2)[C:14]([NH:13][C:3]2[C:2]([Cl:1])=[C:7]([O:8][CH3:9])[CH:6]=[C:5]([O:10][CH3:11])[C:4]=2[Cl:12])=[O:39])[CH:28]=1, predict the reactants needed to synthesize it. The reactants are: [Cl:1][C:2]1[C:7]([O:8][CH3:9])=[CH:6][C:5]([O:10][CH3:11])=[C:4]([Cl:12])[C:3]=1[NH:13][C:14](=[O:39])[N:15]([C:23]1[CH:28]=[C:27]([NH:29][C:30]2[CH:35]=[CH:34][CH:33]=[CH:32][C:31]=2[N+:36]([O-])=O)[N:26]=[CH:25][N:24]=1)[CH2:16][C:17]1[CH:18]=[N:19][CH:20]=[CH:21][CH:22]=1. (4) Given the product [NH2:10][CH:11]1[CH2:16][CH2:15][N:14]([CH:17]([CH3:19])[CH3:18])[CH2:13][CH2:12]1, predict the reactants needed to synthesize it. The reactants are: C(OC(=O)[NH:10][CH:11]1[CH2:16][CH2:15][N:14]([CH:17]([CH3:19])[CH3:18])[CH2:13][CH2:12]1)C1C=CC=CC=1. (5) Given the product [NH2:18][C:9]1[CH:10]=[C:11]([S:14]([NH2:17])(=[O:15])=[O:16])[CH:12]=[CH:13][C:8]=1[NH:7][CH:1]1[CH2:2][CH2:3][CH2:4][CH2:5][CH2:6]1, predict the reactants needed to synthesize it. The reactants are: [CH:1]1([NH:7][C:8]2[CH:13]=[CH:12][C:11]([S:14]([NH2:17])(=[O:16])=[O:15])=[CH:10][C:9]=2[N+:18]([O-])=O)[CH2:6][CH2:5][CH2:4][CH2:3][CH2:2]1. (6) Given the product [CH3:1][O:2][CH2:3][CH2:4][CH2:5][NH:6][C:7]1[C:16]2[C:11](=[CH:12][CH:13]=[CH:14][CH:15]=2)[N:10]=[CH:9][C:8]=1[NH2:17], predict the reactants needed to synthesize it. The reactants are: [CH3:1][O:2][CH2:3][CH2:4][CH2:5][NH:6][C:7]1[C:16]2[C:11](=[CH:12][CH:13]=[CH:14][CH:15]=2)[N:10]=[CH:9][C:8]=1[N+:17]([O-])=O.S([O-])([O-])(=O)=O.[Mg+2]. (7) Given the product [CH:1]([N:4]1[C:8]([C:9]2[N:10]=[C:11]3[C:17]4[CH:18]=[N:19][C:20]([N:22]5[CH2:27][CH2:26][N:25]([CH2:28][C:29]([N:34]([CH3:35])[CH3:33])=[O:30])[CH2:24][CH2:23]5)=[CH:21][C:16]=4[O:15][CH2:14][CH2:13][N:12]3[CH:32]=2)=[N:7][CH:6]=[N:5]1)([CH3:3])[CH3:2], predict the reactants needed to synthesize it. The reactants are: [CH:1]([N:4]1[C:8]([C:9]2[N:10]=[C:11]3[C:17]4[CH:18]=[N:19][C:20]([N:22]5[CH2:27][CH2:26][N:25]([CH2:28][C:29](O)=[O:30])[CH2:24][CH2:23]5)=[CH:21][C:16]=4[O:15][CH2:14][CH2:13][N:12]3[CH:32]=2)=[N:7][CH:6]=[N:5]1)([CH3:3])[CH3:2].[CH3:33][N:34](C)[CH:35]=O.C(N(CC)C(C)C)(C)C.F[P-](F)(F)(F)(F)F.C[N+](C)=C(N(C)C)ON1C2N=CC=CC=2N=N1.